Dataset: Full USPTO retrosynthesis dataset with 1.9M reactions from patents (1976-2016). Task: Predict the reactants needed to synthesize the given product. (1) Given the product [CH3:1][O:2][C:3](=[O:25])[CH2:4][C:5]1[CH:14]=[C:13]([OH:15])[C:12]2[C:7](=[CH:8][CH:9]=[C:10]([F:23])[CH:11]=2)[C:6]=1[CH3:24], predict the reactants needed to synthesize it. The reactants are: [CH3:1][O:2][C:3](=[O:25])[CH2:4][C:5]1[CH:14]=[C:13]([O:15]CC2C=CC=CC=2)[C:12]2[C:7](=[CH:8][CH:9]=[C:10]([F:23])[CH:11]=2)[C:6]=1[CH3:24]. (2) Given the product [CH3:57][O:58][C:59]1[CH:60]=[C:61]([C:67]2[CH2:68][C:69]([CH3:81])([CH3:80])[C:70](=[O:79])[N:71]([CH:73]3[CH2:74][CH2:75][N:76]([C:18](=[O:20])[C@H:9]([NH:8][C:6](=[O:7])[O:5][C:1]([CH3:2])([CH3:3])[CH3:4])[CH2:10][C:11]4[CH:12]=[CH:13][C:14]([F:17])=[CH:15][CH:16]=4)[CH2:77][CH2:78]3)[N:72]=2)[CH:62]=[CH:63][C:64]=1[O:65][CH3:66], predict the reactants needed to synthesize it. The reactants are: [C:1]([O:5][C:6]([NH:8][C@@H:9]([C:18]([OH:20])=O)[CH2:10][C:11]1[CH:16]=[CH:15][C:14]([F:17])=[CH:13][CH:12]=1)=[O:7])([CH3:4])([CH3:3])[CH3:2].CCN(C(C)C)C(C)C.CCOC(C(C#N)=NOC(N1CCOCC1)=[N+](C)C)=O.F[P-](F)(F)(F)(F)F.[CH3:57][O:58][C:59]1[CH:60]=[C:61]([C:67]2[CH2:68][C:69]([CH3:81])([CH3:80])[C:70](=[O:79])[N:71]([CH:73]3[CH2:78][CH2:77][NH:76][CH2:75][CH2:74]3)[N:72]=2)[CH:62]=[CH:63][C:64]=1[O:65][CH3:66]. (3) Given the product [CH3:1][O:2][C:3]1[CH:4]=[C:5]2[C:10](=[CH:11][C:12]=1[O:13][CH3:14])[N:9]=[CH:8][CH:7]=[C:6]2[O:15][C:16]1[C:21]([CH3:22])=[CH:20][C:19]([NH:23][CH2:24][CH2:25][O:26][C:27]2[C:32]([CH3:33])=[CH:31][CH:30]=[CH:29][C:28]=2[CH3:34])=[C:18]([CH3:36])[CH:17]=1, predict the reactants needed to synthesize it. The reactants are: [CH3:1][O:2][C:3]1[CH:4]=[C:5]2[C:10](=[CH:11][C:12]=1[O:13][CH3:14])[N:9]=[CH:8][CH:7]=[C:6]2[O:15][C:16]1[C:21]([CH3:22])=[CH:20][C:19]([NH:23][C:24](=O)[CH2:25][O:26][C:27]2[C:32]([CH3:33])=[CH:31][CH:30]=[CH:29][C:28]=2[CH3:34])=[C:18]([CH3:36])[CH:17]=1.Cl.[OH-].[Na+]. (4) Given the product [Br:1][C:2]1[N:6]([CH:7]([CH3:9])[CH3:8])[N:5]=[CH:4][C:3]=1[CH2:10][C:11]1([N:46]=[C:49]=[O:34])[CH2:16][CH2:15][N:14]([C:17]([O:19][C:20]([CH3:23])([CH3:21])[CH3:22])=[O:18])[CH2:13][CH2:12]1, predict the reactants needed to synthesize it. The reactants are: [Br:1][C:2]1[N:6]([CH:7]([CH3:9])[CH3:8])[N:5]=[CH:4][C:3]=1[CH2:10][C:11]1(C(O)=O)[CH2:16][CH2:15][N:14]([C:17]([O:19][C:20]([CH3:23])([CH3:22])[CH3:21])=[O:18])[CH2:13][CH2:12]1.C1(P(N=[N+]=[N-])(C2C=CC=CC=2)=[O:34])C=CC=CC=1.C([N:46]([CH2:49]C)CC)C. (5) Given the product [Cl:14][C:4]1[N:5]=[N:6][CH:7]=[CH:8][C:3]=1[C:2]([F:11])([F:10])[F:1], predict the reactants needed to synthesize it. The reactants are: [F:1][C:2]([F:11])([F:10])[C:3]1[C:4](=O)[NH:5][N:6]=[CH:7][CH:8]=1.O=P(Cl)(Cl)[Cl:14]. (6) Given the product [Br:1][C:2]1[CH:8]=[CH:7][C:5]([NH:6][C:24]2[CH:25]=[C:20]([Cl:19])[N:21]=[CH:22][N:23]=2)=[C:4]([F:9])[CH:3]=1, predict the reactants needed to synthesize it. The reactants are: [Br:1][C:2]1[CH:8]=[CH:7][C:5]([NH2:6])=[C:4]([F:9])[CH:3]=1.C(N(C(C)C)CC)(C)C.[Cl:19][C:20]1[CH:25]=[C:24](Cl)[N:23]=[CH:22][N:21]=1.CO.C(Cl)(Cl)Cl. (7) Given the product [OH:6][C@@H:7]1[CH2:11][N:10]([C:12]([O:14][CH2:15][C:16]2[CH:17]=[CH:18][CH:19]=[CH:20][CH:21]=2)=[O:13])[CH2:9][C@H:8]1[C:22]([O:24][CH2:25][CH3:26])=[O:23], predict the reactants needed to synthesize it. The reactants are: CN(C)C=O.[O:6]=[C:7]1[CH2:11][N:10]([C:12]([O:14][CH2:15][C:16]2[CH:21]=[CH:20][CH:19]=[CH:18][CH:17]=2)=[O:13])[CH2:9][CH:8]1[C:22]([O:24][CH2:25][CH3:26])=[O:23].[H][H]. (8) The reactants are: [NH2:1][C:2]1[C:3]([C:19]([O:21]C)=[O:20])=[N:4][C:5]([C:8]2[CH:13]=[CH:12][C:11]([C:14](=[O:18])[N:15]([CH3:17])[CH3:16])=[CH:10][CH:9]=2)=[CH:6][N:7]=1.[OH-].[Na+].Cl. Given the product [NH2:1][C:2]1[C:3]([C:19]([OH:21])=[O:20])=[N:4][C:5]([C:8]2[CH:13]=[CH:12][C:11]([C:14](=[O:18])[N:15]([CH3:17])[CH3:16])=[CH:10][CH:9]=2)=[CH:6][N:7]=1, predict the reactants needed to synthesize it. (9) Given the product [C:4]1([CH:2]([CH3:3])[CH3:1])[CH:9]=[CH:8][CH:7]=[CH:6][CH:5]=1, predict the reactants needed to synthesize it. The reactants are: [CH3:1][C:2]([C:4]1[CH:9]=[CH:8][CH:7]=[CH:6][CH:5]=1)=[CH2:3].C1(C(C)C)C=CC=CC=1.C1(O)C=CC=CC=1.[O-]O.C1(C(C)C)C=CC=CC=1. (10) Given the product [CH:26]1([C:11]2[CH:10]=[C:9]([OH:8])[CH:14]=[CH:13][C:12]=2[CH2:15][C:16]([O:18][CH2:19][C:20]2[CH:21]=[CH:22][CH:23]=[CH:24][CH:25]=2)=[O:17])[CH2:27][CH2:28]1, predict the reactants needed to synthesize it. The reactants are: [Si]([O:8][C:9]1[CH:14]=[CH:13][C:12]([CH2:15][C:16]([O:18][CH2:19][C:20]2[CH:25]=[CH:24][CH:23]=[CH:22][CH:21]=2)=[O:17])=[C:11]([CH:26]2[CH2:28][CH2:27]2)[CH:10]=1)(C(C)(C)C)(C)C.[F-].C([N+](CCCC)(CCCC)CCCC)CCC.O.